This data is from Forward reaction prediction with 1.9M reactions from USPTO patents (1976-2016). The task is: Predict the product of the given reaction. Given the reactants [F:1][C:2]1[CH:3]=[C:4]([CH:26]=[C:27]([F:40])[C:28]=1[O:29][Si:30]([CH:37]([CH3:39])[CH3:38])([CH:34]([CH3:36])[CH3:35])[CH:31]([CH3:33])[CH3:32])[CH2:5][CH:6](/[CH:17]=[CH:18]/[C:19]1[CH:24]=[CH:23][CH:22]=[CH:21][C:20]=1[OH:25])[CH2:7][CH2:8][C:9]1[CH:16]=[CH:15][C:12]([C:13]#[N:14])=[CH:11][CH:10]=1.C(=O)([O-])[O-].[K+].[K+].[C:47]([C:51]1[CH:58]=[CH:57][C:54]([CH2:55]Br)=[CH:53][CH:52]=1)([CH3:50])([CH3:49])[CH3:48], predict the reaction product. The product is: [C:47]([C:51]1[CH:52]=[CH:53][C:54]([CH2:55][O:25][C:20]2[CH:21]=[CH:22][CH:23]=[CH:24][C:19]=2/[CH:18]=[CH:17]/[CH:6]([CH2:5][C:4]2[CH:26]=[C:27]([F:40])[C:28]([O:29][Si:30]([CH:37]([CH3:39])[CH3:38])([CH:34]([CH3:36])[CH3:35])[CH:31]([CH3:32])[CH3:33])=[C:2]([F:1])[CH:3]=2)[CH2:7][CH2:8][C:9]2[CH:10]=[CH:11][C:12]([C:13]#[N:14])=[CH:15][CH:16]=2)=[CH:57][CH:58]=1)([CH3:50])([CH3:48])[CH3:49].